From a dataset of Catalyst prediction with 721,799 reactions and 888 catalyst types from USPTO. Predict which catalyst facilitates the given reaction. (1) Reactant: [F:1][C:2]1[C:7]([N:8]2[C:12]([S:13]([C:16]3[CH:21]=[CH:20][CH:19]=[CH:18][CH:17]=3)(=[O:15])=[O:14])=[CH:11][C:10]([C:22](OCC)=[O:23])=[N:9]2)=[CH:6][CH:5]=[CH:4][N:3]=1.[H-].C([Al+]CC(C)C)C(C)C.C1(C)C=CC=CC=1.Cl. Product: [F:1][C:2]1[C:7]([N:8]2[C:12]([S:13]([C:16]3[CH:21]=[CH:20][CH:19]=[CH:18][CH:17]=3)(=[O:15])=[O:14])=[CH:11][C:10]([CH2:22][OH:23])=[N:9]2)=[CH:6][CH:5]=[CH:4][N:3]=1. The catalyst class is: 7. (2) Reactant: [CH3:1][C:2]1[CH:10]=[C:9]([B:11]2[O:15][C:14]([CH3:17])([CH3:16])[C:13]([CH3:19])([CH3:18])[O:12]2)[CH:8]=[CH:7][C:3]=1[C:4]([NH2:6])=[O:5].Cl[C:21]1[CH:22]=[C:23]([CH:26]=[CH:27][N:28]=1)[C:24]#[N:25]. Product: [CH3:1][C:2]1[CH:10]=[C:9]([B:11]2[O:15][C:14]([CH3:17])([CH3:16])[C:13]([CH3:19])([CH3:18])[O:12]2)[CH:8]=[CH:7][C:3]=1[C:4]([NH2:6])=[O:5].[C:24]([C:23]1[CH:26]=[CH:27][N:28]=[C:21]([NH:6][C:4](=[O:5])[C:3]2[CH:7]=[CH:8][C:9]([B:11]3[O:15][C:14]([CH3:17])([CH3:16])[C:13]([CH3:19])([CH3:18])[O:12]3)=[CH:10][C:2]=2[CH3:1])[CH:22]=1)#[N:25]. The catalyst class is: 12. (3) Reactant: [OH:1][C:2]1[CH:10]=[CH:9][CH:8]=[C:7]2[C:3]=1[CH:4]=[CH:5][NH:6]2.N1C=CN=C1.[C:16]([Si:20](Cl)([CH3:22])[CH3:21])([CH3:19])([CH3:18])[CH3:17]. Product: [Si:20]([O:1][C:2]1[CH:10]=[CH:9][CH:8]=[C:7]2[C:3]=1[CH:4]=[CH:5][NH:6]2)([C:16]([CH3:19])([CH3:18])[CH3:17])([CH3:22])[CH3:21]. The catalyst class is: 22. (4) Reactant: [H-].[Na+].[CH2:3]([O:10][C:11]([N:13]1[CH2:18][CH2:17][C:16]([O:21][CH3:22])([O:19][CH3:20])[CH:15]([OH:23])[CH2:14]1)=[O:12])[C:4]1[CH:9]=[CH:8][CH:7]=[CH:6][CH:5]=1.[CH2:24](Br)[C:25]1[CH:30]=[CH:29][CH:28]=[CH:27][CH:26]=1. Product: [CH2:3]([O:10][C:11]([N:13]1[CH2:18][CH2:17][C:16]([O:21][CH3:22])([O:19][CH3:20])[CH:15]([O:23][CH2:24][C:25]2[CH:30]=[CH:29][CH:28]=[CH:27][CH:26]=2)[CH2:14]1)=[O:12])[C:4]1[CH:9]=[CH:8][CH:7]=[CH:6][CH:5]=1. The catalyst class is: 7. (5) Reactant: [CH2:1]([NH2:10])[CH2:2][NH:3][CH2:4][CH2:5][NH:6][CH2:7][CH2:8][NH2:9].[CH:11]([CH:13]=O)=O. Product: [NH:3]1[CH:4]2[CH:5]3[NH:9][CH2:8][CH2:7][N:6]3[CH2:11][CH2:13][N:10]2[CH2:1][CH2:2]1. The catalyst class is: 8. (6) Reactant: [CH3:1][N:2]1[C:6](=[O:7])[CH2:5][N:4]([CH2:8][C:9]2[CH:17]=[CH:16][C:12]([C:13]([OH:15])=O)=[CH:11][CH:10]=2)[C:3]1=[O:18].[CH3:19][CH2:20][N:21]=[C:22]=[N:23][CH2:24][CH2:25][CH2:26][N:27](C)C.[CH:30]1[CH:31]=[CH:32]C2N(O)N=NC=2[CH:35]=1.[CH3:40][N:41]1CCOCC1. Product: [CH3:1][N:2]1[C:6](=[O:7])[CH2:5][N:4]([CH2:8][C:9]2[CH:10]=[CH:11][C:12]([C:13]([NH:27][C:26]3[CH:35]=[CH:30][C:31]([CH3:32])=[C:24]([NH:23][C:22]4[N:21]=[CH:20][CH:19]=[CH:40][N:41]=4)[CH:25]=3)=[O:15])=[CH:16][CH:17]=2)[C:3]1=[O:18]. The catalyst class is: 3.